This data is from Catalyst prediction with 721,799 reactions and 888 catalyst types from USPTO. The task is: Predict which catalyst facilitates the given reaction. (1) Reactant: [F-].C([N+](CCCC)(CCCC)CCCC)CCC.[CH3:19][O:20][C:21](=[O:49])[C:22]1[CH:27]=[C:26]([CH3:28])[C:25](Br)=[C:24]([S:30]([CH2:33][C:34]2[CH:39]=[CH:38][CH:37]=[C:36]([Cl:40])[C:35]=2[O:41][Si](C(C)(C)C)(C)C)(=[O:32])=[O:31])[CH:23]=1. Product: [CH3:19][O:20][C:21]([C:22]1[CH:27]=[C:26]([CH3:28])[C:25]2[O:41][C:35]3[C:36]([Cl:40])=[CH:37][CH:38]=[CH:39][C:34]=3[CH2:33][S:30](=[O:32])(=[O:31])[C:24]=2[CH:23]=1)=[O:49]. The catalyst class is: 7. (2) Reactant: [CH2:1]([O:8][C:9]([CH:11]([CH2:25][CH2:26][C:27]([O:29][CH2:30][C:31]1[CH:36]=[CH:35][CH:34]=[CH:33][CH:32]=1)=[O:28])[CH2:12][P:13]([CH2:16][CH2:17][CH2:18]C1C=CC=CC=1)(=[O:15])[OH:14])=[O:10])[C:2]1[CH:7]=[CH:6][CH:5]=[CH:4][CH:3]=1.[H-].[Na+].C=C(CCC(O[CH2:44][C:45]1[CH:50]=[CH:49][CH:48]=[CH:47][CH:46]=1)=O)C(O[CH2:44][C:45]1[CH:50]=[CH:49][CH:48]=[CH:47][CH:46]=1)=O.Cl. Product: [CH2:1]([O:8][C:9]([CH:11]([CH2:25][CH2:26][C:27]([O:29][CH2:30][C:31]1[CH:32]=[CH:33][CH:34]=[CH:35][CH:36]=1)=[O:28])[CH2:12][P:13]([CH2:16][C:17]1[CH:4]=[CH:3][C:2]([CH3:7])=[CH:1][CH:18]=1)(=[O:15])[O:14][CH2:44][C:45]1[CH:46]=[CH:47][CH:48]=[CH:49][CH:50]=1)=[O:10])[C:2]1[CH:3]=[CH:4][CH:5]=[CH:6][CH:7]=1. The catalyst class is: 49. (3) Reactant: [NH2:1][C:2]1[CH:11]=[CH:10][C:5]([C:6]([O:8]C)=[O:7])=[CH:4][C:3]=1[NH:12][C:13](=[O:22])[C:14]1[CH:19]=[CH:18][C:17]([O:20][CH3:21])=[CH:16][CH:15]=1.[OH-].[Na+].C1COCC1.Cl. Product: [NH2:1][C:2]1[CH:11]=[CH:10][C:5]([C:6]([OH:8])=[O:7])=[CH:4][C:3]=1[NH:12][C:13](=[O:22])[C:14]1[CH:19]=[CH:18][C:17]([O:20][CH3:21])=[CH:16][CH:15]=1. The catalyst class is: 5. (4) Reactant: [NH2:1][C@@H:2]([CH:45]1[CH2:50][CH2:49][CH2:48][CH2:47][CH2:46]1)[C:3]([NH:5][C@@H:6]([C:41]([CH3:44])([CH3:43])[CH3:42])[C:7]([N:9]1[C@H:20]([C:21]([NH:23][C@:24]2([C:29](=[O:40])[NH:30][S:31]([C:34]3([CH2:37][CH2:38][CH3:39])[CH2:36][CH2:35]3)(=[O:33])=[O:32])[CH2:26][C@H:25]2[CH:27]=[CH2:28])=[O:22])[CH2:19][C@:11]2([C:16]([CH3:18])([CH3:17])[C:12]32[CH2:15][CH2:14][CH2:13]3)[CH2:10]1)=[O:8])=[O:4].[CH2:51]([N:53]1[CH2:57][CH2:56][CH2:55][C@H:54]1[C:58](O)=[O:59])[CH3:52].CN(C(ON1N=NC2C=CC=NC1=2)=[N+](C)C)C.F[P-](F)(F)(F)(F)F.CCN(C(C)C)C(C)C. Product: [CH:45]1([C@H:2]([NH:1][C:58]([C@@H:54]2[CH2:55][CH2:56][CH2:57][N:53]2[CH2:51][CH3:52])=[O:59])[C:3]([NH:5][C@@H:6]([C:41]([CH3:42])([CH3:44])[CH3:43])[C:7]([N:9]2[C@H:20]([C:21]([NH:23][C@:24]3([C:29](=[O:40])[NH:30][S:31]([C:34]4([CH2:37][CH2:38][CH3:39])[CH2:36][CH2:35]4)(=[O:32])=[O:33])[CH2:26][C@H:25]3[CH:27]=[CH2:28])=[O:22])[CH2:19][C@:11]3([C:16]([CH3:18])([CH3:17])[C:12]43[CH2:13][CH2:14][CH2:15]4)[CH2:10]2)=[O:8])=[O:4])[CH2:50][CH2:49][CH2:48][CH2:47][CH2:46]1. The catalyst class is: 2. (5) Reactant: [CH3:1][C:2]1[C:3]([CH:8]2[CH2:13][CH2:12][CH2:11][CH:10]([C:14]3[C:19]([CH3:20])=[CH:18][CH:17]=[CH:16][N:15]=3)[NH:9]2)=[N:4][CH:5]=[CH:6][CH:7]=1.Br[CH2:22][C:23]1[CH:28]=[CH:27][C:26]([C:29]#[N:30])=[CH:25][CH:24]=1.CCN(C(C)C)C(C)C. Product: [CH3:1][C:2]1[C:3]([CH:8]2[CH2:13][CH2:12][CH2:11][CH:10]([C:14]3[C:19]([CH3:20])=[CH:18][CH:17]=[CH:16][N:15]=3)[N:9]2[CH2:22][C:23]2[CH:28]=[CH:27][C:26]([C:29]#[N:30])=[CH:25][CH:24]=2)=[N:4][CH:5]=[CH:6][CH:7]=1. The catalyst class is: 3.